Predict which catalyst facilitates the given reaction. From a dataset of Catalyst prediction with 721,799 reactions and 888 catalyst types from USPTO. Reactant: [CH:1]([C:4]1[O:8][C:7]([C@@H:9]2[N:14]([CH3:15])[CH2:13][C@@H:12]([C:16]([O:18]C)=[O:17])[CH2:11][CH2:10]2)=[N:6][N:5]=1)([CH3:3])[CH3:2].[OH-].[Na+:21]. Product: [CH:1]([C:4]1[O:8][C:7]([C@@H:9]2[N:14]([CH3:15])[CH2:13][C@@H:12]([C:16]([O-:18])=[O:17])[CH2:11][CH2:10]2)=[N:6][N:5]=1)([CH3:3])[CH3:2].[Na+:21]. The catalyst class is: 5.